The task is: Regression. Given a target protein amino acid sequence and a drug SMILES string, predict the binding affinity score between them. We predict pKi (pKi = -log10(Ki in M); higher means stronger inhibition). Dataset: bindingdb_ki.. This data is from Drug-target binding data from BindingDB using Ki measurements. (1) The small molecule is O=C(O)CC(Cc1ccccc1)C(=O)O. The target protein (P15088) has sequence MRLILPVGLIATTLAIAPVRFDREKVFRVKPQDEKQADIIKDLAKTNELDFWYPGATHHVAANMMVDFRVSEKESQAIQSALDQNKMHYEILIHDLQEEIEKQFDVKEDIPGRHSYAKYNNWEKIVAWTEKMMDKYPEMVSRIKIGSTVEDNPLYVLKIGEKNERRKAIFTDCGIHAREWVSPAFCQWFVYQATKTYGRNKIMTKLLDRMNFYILPVFNVDGYIWSWTKNRMWRKNRSKNQNSKCIGTDLNRNFNASWNSIPNTNDPCADNYRGSAPESEKETKAVTNFIRSHLNEIKVYITFHSYSQMLLFPYGYTSKLPPNHEDLAKVAKIGTDVLSTRYETRYIYGPIESTIYPISGSSLDWAYDLGIKHTFAFELRDKGKFGFLLPESRIKPTCRETMLAVKFIAKYILKHTS. The pKi is 6.3. (2) The pKi is 3.6. The small molecule is CC(=CP(=O)(O)O)C(=O)O. The target protein (P0AB91) has sequence MNYQNDDLRIKEIKELLPPVALLEKFPATENAANTVAHARKAIHKILKGNDDRLLVVIGPCSIHDPVAAKEYATRLLALREELKDELEIVMRVYFEKPRTTVGWKGLINDPHMDNSFQINDGLRIARKLLLDINDSGLPAAGEFLDMITPQYLADLMSWGAIGARTTESQVHRELASGLSCPVGFKNGTDGTIKVAIDAINAAGAPHCFLSVTKWGHSAIVNTSGNGDCHIILRGGKEPNYSAKHVAEVKEGLNKAGLPAQVMIDFSHANSSKQFKKQMDVCADVCQQIAGGEKAIIGVMVESHLVEGNQSLESGEPLAYGKSITDACIGWEDTDALLRQLANAVKARRG. (3) The drug is Nc1ccccc1S(N)(=O)=O. The target protein sequence is MKKTFLIALALTASLIGAENTKWDYKNKENGPHRWDKLHKDFEVCKSGKSQSPINIEHYYHTQDKADLQFKYAASKPKAVFFTHHTLKASFEPTNHINYRGHDYVLDNVHFHAPMEFLINNKTRPLSAHFVHKDAKGRLLVLAIGFEEGKENPNLDPILEGIQKKQNLKEVALDAFLPKSINYYHFNGSLTAPPCTEGVAWFVIEEPLEVSAKQLAEIKKRMKNSPNQRPVQPDYNTVIIKSSAETR. The pKi is 6.4. (4) The compound is O=C(/C=C/c1cccnc1)NCCCCC1CCN(C(=O)c2ccccc2)CC1. The target protein (P43490) has sequence MNPAAEAEFNILLATDSYKVTHYKQYPPNTSKVYSYFECREKKTENSKLRKVKYEETVFYGLQYILNKYLKGKVVTKEKIQEAKDVYKEHFQDDVFNEKGWNYILEKYDGHLPIEIKAVPEGFVIPRGNVLFTVENTDPECYWLTNWIETILVQSWYPITVATNSREQKKILAKYLLETSGNLDGLEYKLHDFGYRGVSSQETAGIGASAHLVNFKGTDTVAGLALIKKYYGTKDPVPGYSVPAAEHSTITAWGKDHEKDAFEHIVTQFSSVPVSVVSDSYDIYNACEKIWGEDLRHLIVSRSTQAPLIIRPDSGNPLDTVLKVLEILGKKFPVTENSKGYKLLPPYLRVIQGDGVDINTLQEIVEGMKQKMWSIENIAFGSGGGLLQKLTRDLLNCSFKCSYVVTNGLGINVFKDPVADPNKRSKKGRLSLHRTPAGNFVTLEEGKGDLEEYGQDLLHTVFKNGKVTKSYSFDEIRKNAQLNIELEAAHH. The pKi is 8.5.